From a dataset of Full USPTO retrosynthesis dataset with 1.9M reactions from patents (1976-2016). Predict the reactants needed to synthesize the given product. Given the product [Br:1][C:2]1[CH:11]=[CH:10][C:5]2[C:6](=[O:9])[O:7][CH2:8][C:4]=2[C:3]=1[CH2:12][CH3:13], predict the reactants needed to synthesize it. The reactants are: [Br:1][C:2]1[CH:11]=[CH:10][C:5]2[C:6](=[O:9])[O:7][CH2:8][C:4]=2[C:3]=1[CH:12]=[CH2:13].